From a dataset of Reaction yield outcomes from USPTO patents with 853,638 reactions. Predict the reaction yield, written as a fraction of the theoretical maximum amount of product (1.0 means a 100% yield; for example, 0.34 means a 34% yield). (1) The reactants are [C:1]([C:3]1[CH:8]=[CH:7][N:6]=[C:5]([O:9][C:10]2[CH:11]=[C:12]([CH3:26])[C:13]3[CH:17]([CH2:18][C:19]([O:21][CH2:22][CH3:23])=[O:20])[O:16][B:15]([OH:24])[C:14]=3[CH:25]=2)[CH:4]=1)#[N:2].Cl.[NH2:28][OH:29].C(N(CC)CC)C. No catalyst specified. The product is [OH:24][B:15]1[C:14]2[CH:25]=[C:10]([O:9][C:5]3[CH:4]=[C:3]([C:1](=[NH:2])[NH:28][OH:29])[CH:8]=[CH:7][N:6]=3)[CH:11]=[C:12]([CH3:26])[C:13]=2[CH:17]([CH2:18][C:19]([O:21][CH2:22][CH3:23])=[O:20])[O:16]1. The yield is 0.950. (2) The catalyst is CCOC(C)=O. The yield is 1.00. The reactants are C(O)C.C([Cl:7])(=O)C.[CH2:8]([O:10][C:11]([C@@:13]1([NH:18][C:19]([C@@H:21]2[CH2:25][C@@H:24]([O:26][C:27](=[O:37])[C:28]3[CH:33]=[CH:32][C:31]([N+:34]([O-:36])=[O:35])=[CH:30][CH:29]=3)[CH2:23][N:22]2C(OC(C)(C)C)=O)=[O:20])[CH2:15][C@H:14]1[CH:16]=[CH2:17])=[O:12])[CH3:9]. The product is [Cl-:7].[CH2:8]([O:10][C:11]([C@@:13]1([NH:18][C:19]([C@@H:21]2[CH2:25][C@@H:24]([O:26][C:27](=[O:37])[C:28]3[CH:29]=[CH:30][C:31]([N+:34]([O-:36])=[O:35])=[CH:32][CH:33]=3)[CH2:23][NH2+:22]2)=[O:20])[CH2:15][C@H:14]1[CH:16]=[CH2:17])=[O:12])[CH3:9]. (3) The reactants are [F:1][C:2]1[CH:11]=[C:10]2[C:5]([CH2:6][CH2:7][C:8](=[O:12])[NH:9]2)=[CH:4][C:3]=1[CH3:13].[H-].[Na+].[Cl:16][CH2:17][CH2:18][CH2:19]I. The catalyst is CN(C=O)C. The product is [Cl:16][CH2:17][CH2:18][CH2:19][N:9]1[C:10]2[C:5](=[CH:4][C:3]([CH3:13])=[C:2]([F:1])[CH:11]=2)[CH2:6][CH2:7][C:8]1=[O:12]. The yield is 0.380. (4) The reactants are [C:1]([O:5][C:6]([N:8]1[CH2:13][CH2:12][N:11]2[C:14]([C:20]([F:23])([F:22])[F:21])=[N:15][C:16]([C:17]([OH:19])=O)=[C:10]2[CH2:9]1)=[O:7])([CH3:4])([CH3:3])[CH3:2].F[P-](F)(F)(F)(F)F.N1(OC(N(C)C)=[N+](C)C)C2C=CC=CC=2N=N1.[NH:48]1[CH2:53][CH2:52][O:51][CH2:50][CH2:49]1.C(N(CC)C(C)C)(C)C. The catalyst is CN(C)C=O. The yield is 1.00. The product is [N:48]1([C:17]([C:16]2[N:15]=[C:14]([C:20]([F:22])([F:23])[F:21])[N:11]3[CH2:12][CH2:13][N:8]([C:6]([O:5][C:1]([CH3:4])([CH3:3])[CH3:2])=[O:7])[CH2:9][C:10]=23)=[O:19])[CH2:53][CH2:52][O:51][CH2:50][CH2:49]1. (5) The reactants are [CH3:1][O:2][C:3]1[C:4]([C:13]([O:15]C)=[O:14])=[CH:5][C:6]2[C:11]([CH:12]=1)=[CH:10][CH:9]=[CH:8][CH:7]=2.O.[OH-].[Na+].C(O)(=O)CC(CC(O)=O)(C(O)=O)O. The catalyst is CO. The product is [CH3:1][O:2][C:3]1[C:4]([C:13]([OH:15])=[O:14])=[CH:5][C:6]2[C:11]([CH:12]=1)=[CH:10][CH:9]=[CH:8][CH:7]=2. The yield is 0.920. (6) The reactants are C([O:3][C:4](=[O:23])[CH2:5][C:6]1[NH:11][C:10]2[CH:12]=[CH:13][C:14]([NH:16][S:17]([CH3:20])(=[O:19])=[O:18])=[CH:15][C:9]=2[S:8](=[O:22])(=[O:21])[CH:7]=1)C.[OH-].[Li+].Cl. The catalyst is CO. The product is [CH3:20][S:17]([NH:16][C:14]1[CH:13]=[CH:12][C:10]2[NH:11][C:6]([CH2:5][C:4]([OH:23])=[O:3])=[CH:7][S:8](=[O:21])(=[O:22])[C:9]=2[CH:15]=1)(=[O:18])=[O:19]. The yield is 0.770. (7) The reactants are Cl[C:2]1[N:7]=[C:6]([C:8]2[N:12]3[CH:13]=[CH:14][CH:15]=[CH:16][C:11]3=[N:10][C:9]=2[C:17]2[CH:18]=[C:19]([CH:24]=[CH:25][CH:26]=2)[C:20]([O:22][CH3:23])=[O:21])[CH:5]=[CH:4][N:3]=1.[F:27][C:28]1[C:29]([CH2:37][CH2:38][N:39]2[CH2:44][CH2:43][CH2:42][CH2:41][CH2:40]2)=[CH:30][C:31]([O:35][CH3:36])=[C:32]([CH:34]=1)[NH2:33].C1(C)C=CC(S(O)(=O)=O)=CC=1.CC(O)C. The catalyst is C(Cl)Cl. The product is [F:27][C:28]1[C:29]([CH2:37][CH2:38][N:39]2[CH2:44][CH2:43][CH2:42][CH2:41][CH2:40]2)=[CH:30][C:31]([O:35][CH3:36])=[C:32]([NH:33][C:2]2[N:7]=[C:6]([C:8]3[N:12]4[CH:13]=[CH:14][CH:15]=[CH:16][C:11]4=[N:10][C:9]=3[C:17]3[CH:18]=[C:19]([CH:24]=[CH:25][CH:26]=3)[C:20]([O:22][CH3:23])=[O:21])[CH:5]=[CH:4][N:3]=2)[CH:34]=1. The yield is 0.460. (8) The reactants are [S:1]1[CH:5]=[CH:4][CH:3]=[C:2]1[CH2:6][NH:7][C:8]([C:10]1[CH:25]=[C:13]2[CH:14]=[C:15]([C:19]3[CH:24]=[CH:23][CH:22]=[CH:21][CH:20]=3)[CH:16]=[C:17](Br)[N:12]2[N:11]=1)=[O:9].[CH3:26][O-:27].[Na+].Cl.C(Cl)Cl. The catalyst is CO. The product is [S:1]1[CH:5]=[CH:4][CH:3]=[C:2]1[CH2:6][NH:7][C:8]([C:10]1[CH:25]=[C:13]2[CH:14]=[C:15]([C:19]3[CH:24]=[CH:23][CH:22]=[CH:21][CH:20]=3)[CH:16]=[C:17]([O:27][CH3:26])[N:12]2[N:11]=1)=[O:9]. The yield is 0.400.